From a dataset of Forward reaction prediction with 1.9M reactions from USPTO patents (1976-2016). Predict the product of the given reaction. (1) Given the reactants [Cl:1][CH2:2][C:3]1[CH:23]=[CH:22][C:6]([C:7]([C:9]2[N:13]([CH2:14][CH3:15])[C:12]([C:16]([O:18][CH2:19][CH3:20])=[O:17])=[CH:11][C:10]=2[CH3:21])=[O:8])=[CH:5][CH:4]=1.[BH4-].[Na+], predict the reaction product. The product is: [Cl:1][CH2:2][C:3]1[CH:23]=[CH:22][C:6]([CH:7]([OH:8])[C:9]2[N:13]([CH2:14][CH3:15])[C:12]([C:16]([O:18][CH2:19][CH3:20])=[O:17])=[CH:11][C:10]=2[CH3:21])=[CH:5][CH:4]=1. (2) Given the reactants [NH2:1]/[C:2](=[CH:17]\[C:18]([C:20]1[CH:25]=[CH:24][C:23]([C:26]([CH3:29])([CH3:28])[CH3:27])=[CH:22][CH:21]=1)=[O:19])/[CH2:3][CH2:4][CH2:5][N:6]1[C:14](=[O:15])[C:13]2[C:8](=[CH:9][CH:10]=[CH:11][CH:12]=2)[C:7]1=[O:16].C(O[CH:33](OCC)[CH2:34][CH:35](OCC)OCC)C, predict the reaction product. The product is: [C:26]([C:23]1[CH:24]=[CH:25][C:20]([C:18]([C:17]2[C:2]([CH2:3][CH2:4][CH2:5][N:6]3[C:14](=[O:15])[C:13]4[C:8](=[CH:9][CH:10]=[CH:11][CH:12]=4)[C:7]3=[O:16])=[N:1][CH:33]=[CH:34][CH:35]=2)=[O:19])=[CH:21][CH:22]=1)([CH3:29])([CH3:28])[CH3:27]. (3) Given the reactants [C:1]([O:5][C:6]([NH:8][C@@H:9]([C@H:14]([O:16][Si:17]([C:20]([CH3:23])([CH3:22])[CH3:21])([CH3:19])[CH3:18])[CH3:15])[C:10]([O:12]C)=[O:11])=[O:7])([CH3:4])([CH3:3])[CH3:2].[Li+].[OH-].Cl, predict the reaction product. The product is: [C:1]([O:5][C:6]([NH:8][C@@H:9]([C@H:14]([O:16][Si:17]([C:20]([CH3:21])([CH3:23])[CH3:22])([CH3:18])[CH3:19])[CH3:15])[C:10]([OH:12])=[O:11])=[O:7])([CH3:4])([CH3:3])[CH3:2]. (4) Given the reactants [F:1][C:2]1[CH:7]=[C:6]([O:8][C:9]2[CH:14]=[CH:13][N:12]=[C:11]([C:15]3[CH:16]=[N:17][N:18]([CH3:20])[CH:19]=3)[CH:10]=2)[C:5]([F:21])=[CH:4][C:3]=1[NH:22][C:23]([C:25]1([C:28]([O:30]C)=[O:29])[CH2:27][CH2:26]1)=[O:24].O.O.[OH-].[Li+:35], predict the reaction product. The product is: [F:1][C:2]1[CH:7]=[C:6]([O:8][C:9]2[CH:14]=[CH:13][N:12]=[C:11]([C:15]3[CH:16]=[N:17][N:18]([CH3:20])[CH:19]=3)[CH:10]=2)[C:5]([F:21])=[CH:4][C:3]=1[NH:22][C:23]([C:25]1([C:28]([O-:30])=[O:29])[CH2:27][CH2:26]1)=[O:24].[Li+:35]. (5) Given the reactants Br[C:2]1[CH:3]=[C:4]([C@:8]2([CH3:18])[CH2:13][N:12]3[CH:14]=[CH:15][N:16]=[C:11]3[C:10]([NH2:17])=[N:9]2)[CH:5]=[CH:6][CH:7]=1.[Cl:19][C:20]1[CH:21]=[C:22](B(O)O)[CH:23]=[C:24]([Cl:26])[CH:25]=1.C(=O)([O-])[O-].[K+].[K+], predict the reaction product. The product is: [Cl:19][C:20]1[CH:21]=[C:22]([C:2]2[CH:7]=[CH:6][CH:5]=[C:4]([C@:8]3([CH3:18])[CH2:13][N:12]4[CH:14]=[CH:15][N:16]=[C:11]4[C:10]([NH2:17])=[N:9]3)[CH:3]=2)[CH:23]=[C:24]([Cl:26])[CH:25]=1. (6) Given the reactants C([O:3][C:4]1[CH:9]=[CH:8][CH:7]=[CH:6][C:5]=1[C:10]1[CH:15]=[CH:14][CH:13]=[CH:12][C:11]=1[C:16]1[N:20]([C:21]2[CH:26]=[CH:25][CH:24]=[CH:23][C:22]=2[F:27])[N:19]=[N:18][N:17]=1)C.Br[CH2:29][C:30]([NH2:32])=[O:31], predict the reaction product. The product is: [F:27][C:22]1[CH:23]=[CH:24][CH:25]=[CH:26][C:21]=1[N:20]1[C:16]([C:11]2[CH:12]=[CH:13][CH:14]=[CH:15][C:10]=2[C:5]2[CH:6]=[CH:7][CH:8]=[CH:9][C:4]=2[O:3][CH2:29][C:30]([NH2:32])=[O:31])=[N:17][N:18]=[N:19]1. (7) Given the reactants [CH2:1]([NH:8][C:9]1[C:10]2[S:18][CH:17]=[C:16]([CH:19]=[CH2:20])[C:11]=2[N:12]=[C:13](Cl)[N:14]=1)[C:2]1[CH:7]=[CH:6][CH:5]=[CH:4][CH:3]=1.[O:21]1[CH2:26][CH2:25][N:24]([CH2:27][CH2:28][NH2:29])[CH2:23][CH2:22]1, predict the reaction product. The product is: [CH2:1]([NH:8][C:9]1[C:10]2[S:18][CH:17]=[C:16]([CH:19]=[CH2:20])[C:11]=2[N:12]=[C:13]([NH:29][CH2:28][CH2:27][N:24]2[CH2:25][CH2:26][O:21][CH2:22][CH2:23]2)[N:14]=1)[C:2]1[CH:7]=[CH:6][CH:5]=[CH:4][CH:3]=1.